This data is from Full USPTO retrosynthesis dataset with 1.9M reactions from patents (1976-2016). The task is: Predict the reactants needed to synthesize the given product. (1) Given the product [NH2:36][C:2]1[N:7]=[C:6]([NH:8][C@H:9]([C:11]2[N:12]([C:28]3[CH:33]=[CH:32][CH:31]=[CH:30][CH:29]=3)[C:13](=[O:27])[C:14]3[C:19]([CH:20]=2)=[CH:18][CH:17]=[CH:16][C:15]=3[C:21]2[CH:22]=[N:23][N:24]([CH3:26])[CH:25]=2)[CH3:10])[C:5]([I:34])=[CH:4][N:3]=1, predict the reactants needed to synthesize it. The reactants are: Cl[C:2]1[N:7]=[C:6]([NH:8][C@H:9]([C:11]2[N:12]([C:28]3[CH:33]=[CH:32][CH:31]=[CH:30][CH:29]=3)[C:13](=[O:27])[C:14]3[C:19]([CH:20]=2)=[CH:18][CH:17]=[CH:16][C:15]=3[C:21]2[CH:22]=[N:23][N:24]([CH3:26])[CH:25]=2)[CH3:10])[C:5]([I:34])=[CH:4][N:3]=1.[OH-].[NH4+:36]. (2) Given the product [Cl:18][C:12]1[CH:11]=[CH:10][C:9]([NH:8][C:6](=[O:7])[C:5]2[CH:19]=[CH:20][CH:21]=[C:3]([C:2]([F:1])([F:22])[F:23])[CH:4]=2)=[CH:17][C:13]=1[C:14]([NH:28][C:29]1[CH:34]=[N:33][C:32]([NH:35][C:36]2[CH:41]=[CH:40][C:39]([C:42]([N:44]3[CH2:49][CH2:48][N:47]([CH3:50])[CH2:46][CH2:45]3)=[O:43])=[CH:38][CH:37]=2)=[N:31][CH:30]=1)=[O:15], predict the reactants needed to synthesize it. The reactants are: [F:1][C:2]([F:23])([F:22])[C:3]1[CH:4]=[C:5]([CH:19]=[CH:20][CH:21]=1)[C:6]([NH:8][C:9]1[CH:10]=[CH:11][C:12]([Cl:18])=[C:13]([CH:17]=1)[C:14](O)=[O:15])=[O:7].S(Cl)(Cl)=O.[NH2:28][C:29]1[CH:30]=[N:31][C:32]([NH:35][C:36]2[CH:41]=[CH:40][C:39]([C:42]([N:44]3[CH2:49][CH2:48][N:47]([CH3:50])[CH2:46][CH2:45]3)=[O:43])=[CH:38][CH:37]=2)=[N:33][CH:34]=1. (3) The reactants are: Br[C:2]1[C:28]([CH3:29])=[CH:27][C:5]([O:6][C@H:7]2[CH2:11][CH2:10][N:9]([CH:12]3[CH2:17][CH2:16][N:15]([C:18]4[N:23]=[CH:22][C:21]([CH2:24][CH3:25])=[CH:20][N:19]=4)[CH2:14][CH2:13]3)[C:8]2=[O:26])=[C:4]([F:30])[CH:3]=1.[C:31]([Cu])#[N:32]. Given the product [CH2:24]([C:21]1[CH:22]=[N:23][C:18]([N:15]2[CH2:16][CH2:17][CH:12]([N:9]3[CH2:10][CH2:11][C@H:7]([O:6][C:5]4[C:4]([F:30])=[CH:3][C:2]([C:31]#[N:32])=[C:28]([CH3:29])[CH:27]=4)[C:8]3=[O:26])[CH2:13][CH2:14]2)=[N:19][CH:20]=1)[CH3:25], predict the reactants needed to synthesize it. (4) Given the product [Cl:1][C:2]1[CH:10]=[C:9]2[C:5]([C:6]([C:11]([N:13]3[CH2:18][CH2:17][C:16]4([C:22]5[CH:23]=[CH:24][CH:25]=[CH:26][C:21]=5[C:20](=[O:27])[O:19]4)[CH2:15][CH2:14]3)=[O:12])=[CH:7][N:8]2[CH2:29][C:30]([N:32]2[CH2:37][CH2:36][O:35][CH2:34][CH2:33]2)=[O:31])=[CH:4][CH:3]=1, predict the reactants needed to synthesize it. The reactants are: [Cl:1][C:2]1[CH:10]=[C:9]2[C:5]([C:6]([C:11]([N:13]3[CH2:18][CH2:17][C:16]4([C:22]5[CH:23]=[CH:24][CH:25]=[CH:26][C:21]=5[C:20](=[O:27])[O:19]4)[CH2:15][CH2:14]3)=[O:12])=[CH:7][NH:8]2)=[CH:4][CH:3]=1.Cl[CH2:29][C:30]([N:32]1[CH2:37][CH2:36][O:35][CH2:34][CH2:33]1)=[O:31]. (5) The reactants are: Cl[C:2]1[C:3]([N+:8]([O-:10])=[O:9])=[N:4][CH:5]=[CH:6][CH:7]=1.[F:11][C:12]1[CH:13]=[C:14]([CH:16]=[C:17]([F:19])[CH:18]=1)[NH2:15].C(=O)([O-])[O-].[Cs+].[Cs+]. Given the product [F:11][C:12]1[CH:13]=[C:14]([NH:15][C:2]2[C:3]([N+:8]([O-:10])=[O:9])=[N:4][CH:5]=[CH:6][CH:7]=2)[CH:16]=[C:17]([F:19])[CH:18]=1, predict the reactants needed to synthesize it. (6) Given the product [NH2:30][C:2]1[N:7]=[C:6]([C:8]2[CH:13]=[CH:12][CH:11]=[CH:10][CH:9]=2)[C:5]([C:14]2[CH:15]=[CH:16][C:17](=[O:23])[N:18]([CH:20]([CH3:22])[CH3:21])[N:19]=2)=[CH:4][C:3]=1[C:24]1[N:28]([CH3:29])[N:27]=[CH:26][N:25]=1, predict the reactants needed to synthesize it. The reactants are: Cl[C:2]1[N:7]=[C:6]([C:8]2[CH:13]=[CH:12][CH:11]=[CH:10][CH:9]=2)[C:5]([C:14]2[CH:15]=[CH:16][C:17](=[O:23])[N:18]([CH:20]([CH3:22])[CH3:21])[N:19]=2)=[CH:4][C:3]=1[C:24]1[N:28]([CH3:29])[N:27]=[CH:26][N:25]=1.[NH3:30].O.C(Cl)(Cl)Cl. (7) Given the product [N:1]1[C:9]2[CH:8]=[CH:7][N:6]=[CH:5][C:4]=2[NH:3][C:2]=1[C:10]1[C:18]2[N:17]3[CH:19]=[CH:20][CH:21]=[C:16]3[CH:15]([NH2:22])[C:14]=2[CH:13]=[CH:12][CH:11]=1, predict the reactants needed to synthesize it. The reactants are: [N:1]1[C:9]2[CH:8]=[CH:7][N:6]=[CH:5][C:4]=2[NH:3][C:2]=1[C:10]1[C:18]2[N:17]3[CH:19]=[CH:20][CH:21]=[C:16]3[C:15](=[N:22]O)[C:14]=2[CH:13]=[CH:12][CH:11]=1.C(O)C.O.